From a dataset of Full USPTO retrosynthesis dataset with 1.9M reactions from patents (1976-2016). Predict the reactants needed to synthesize the given product. (1) The reactants are: [CH2:1]([C:4]1[NH:5][C:6]2[C:11]([CH:12]=1)=[C:10]([C:13]([F:16])([F:15])[F:14])[C:9]([C:17]#[N:18])=[CH:8][CH:7]=2)[CH2:2][CH3:3].Cl[CH2:20][C:21]1[CH:25]=[C:24]([C:26]2[CH:31]=[CH:30][C:29]([F:32])=[CH:28][CH:27]=2)[O:23][N:22]=1. Given the product [F:32][C:29]1[CH:28]=[CH:27][C:26]([C:24]2[O:23][N:22]=[C:21]([CH2:20][N:5]3[C:6]4[C:11](=[C:10]([C:13]([F:15])([F:16])[F:14])[C:9]([C:17]#[N:18])=[CH:8][CH:7]=4)[CH:12]=[C:4]3[CH2:1][CH2:2][CH3:3])[CH:25]=2)=[CH:31][CH:30]=1, predict the reactants needed to synthesize it. (2) The reactants are: [Cl:1][C:2]1[CH:3]=[C:4]([CH:27]=[CH:28][C:29]=1[Cl:30])[CH2:5][N:6]1[CH2:11][CH2:10][O:9][CH:8]([CH2:12][NH:13][C:14](=[O:26])[CH2:15][C:16]2[CH:17]=[C:18]([CH:23]=[CH:24][CH:25]=2)[C:19]([O:21]C)=[O:20])[CH2:7]1.[OH-].[Na+].Cl. Given the product [CH2:5]([N:6]([CH2:11][CH3:10])[CH2:7][CH3:8])[CH3:4].[Cl:1][C:2]1[CH:3]=[C:4]([CH:27]=[CH:28][C:29]=1[Cl:30])[CH2:5][N:6]1[CH2:11][CH2:10][O:9][CH:8]([CH2:12][NH:13][C:14](=[O:26])[CH2:15][C:16]2[CH:17]=[C:18]([CH:23]=[CH:24][CH:25]=2)[C:19]([OH:21])=[O:20])[CH2:7]1, predict the reactants needed to synthesize it. (3) Given the product [CH3:31][NH:32][C:5]([CH:7]1[CH2:11][CH2:10][CH2:9][N:8]1[S:12]([C:15]1[CH:20]=[CH:19][C:18]([N:21]2[CH2:30][CH2:29][C:24]3([O:28][CH2:27][CH2:26][O:25]3)[CH2:23][CH2:22]2)=[CH:17][CH:16]=1)(=[O:13])=[O:14])=[O:6], predict the reactants needed to synthesize it. The reactants are: C(O[C:5]([CH:7]1[CH2:11][CH2:10][CH2:9][N:8]1[S:12]([C:15]1[CH:20]=[CH:19][C:18]([N:21]2[CH2:30][CH2:29][C:24]3([O:28][CH2:27][CH2:26][O:25]3)[CH2:23][CH2:22]2)=[CH:17][CH:16]=1)(=[O:14])=[O:13])=[O:6])(C)C.[CH3:31][NH2:32]. (4) Given the product [CH3:13][N:3]([CH3:2])[CH2:4][CH2:5][CH:6]([C:8]1[S:9][CH:10]=[CH:11][CH:12]=1)[OH:7], predict the reactants needed to synthesize it. The reactants are: Cl.[CH3:2][N:3]([CH3:13])[CH2:4][CH2:5][C:6]([C:8]1[S:9][CH:10]=[CH:11][CH:12]=1)=[O:7].CO.O.[BH4-].[Na+]. (5) Given the product [Cl:15][C:9]1[C:10]([Cl:14])=[CH:11][CH:12]=[CH:13][C:8]=1[CH2:7][C:6]1[C:5]([OH:16])=[N:4][NH:3][C:2]=1[N:1]1[C:17](=[O:18])[C:25]2[C:20](=[CH:21][CH:22]=[CH:23][CH:24]=2)[C:19]1=[O:26], predict the reactants needed to synthesize it. The reactants are: [NH2:1][C:2]1[C:6]([CH2:7][C:8]2[CH:13]=[CH:12][CH:11]=[C:10]([Cl:14])[C:9]=2[Cl:15])=[C:5]([OH:16])[NH:4][N:3]=1.[C:17]1(=O)[C:25]2[C:20](=[CH:21][CH:22]=[CH:23][CH:24]=2)[C:19](=[O:26])[O:18]1. (6) Given the product [CH3:19][O:17][CH2:16][CH:13]1[CH2:12][CH2:11][N:10]([C:7]2[CH:8]=[CH:9][C:4]([N+:1]([O-:3])=[O:2])=[CH:5][CH:6]=2)[CH2:15][CH2:14]1, predict the reactants needed to synthesize it. The reactants are: [N+:1]([C:4]1[CH:9]=[CH:8][C:7]([N:10]2[CH2:15][CH2:14][CH:13]([CH2:16][OH:17])[CH2:12][CH2:11]2)=[CH:6][CH:5]=1)([O-:3])=[O:2].I[CH3:19].[H-].[Na+]. (7) Given the product [CH2:17]([C:12]1[C:5]([OH:4])=[C:6]([CH:9]=[CH:10][C:11]=1[O:13][CH3:14])[CH:7]=[O:8])[CH:16]=[CH2:15], predict the reactants needed to synthesize it. The reactants are: C([O:4][C:5]1[CH:12]=[C:11]([O:13][CH3:14])[CH:10]=[CH:9][C:6]=1[CH:7]=[O:8])C=C.[CH3:15][C:16](OC)(C)[CH3:17]. (8) Given the product [CH:30]1([CH2:33][CH2:34][CH2:35][NH:36][C:3](=[O:2])[C:4]2[CH:9]=[CH:8][N:7]=[C:6]([N:10]3[CH2:15][CH2:14][N:13]([C:16](=[O:28])[C:17]4[CH:22]=[C:21]([F:23])[CH:20]=[CH:19][C:18]=4[C:24]([F:25])([F:27])[F:26])[CH2:12][CH2:11]3)[CH:5]=2)[CH2:32][CH2:31]1, predict the reactants needed to synthesize it. The reactants are: C[O:2][C:3](=O)[C:4]1[CH:9]=[CH:8][N:7]=[C:6]([N:10]2[CH2:15][CH2:14][N:13]([C:16](=[O:28])[C:17]3[CH:22]=[C:21]([F:23])[CH:20]=[CH:19][C:18]=3[C:24]([F:27])([F:26])[F:25])[CH2:12][CH2:11]2)[CH:5]=1.[CH:30]1([CH2:33][CH2:34][CH2:35][NH2:36])[CH2:32][CH2:31]1.C(N(CC)CC)C.[C-]#N.[Na+].